From a dataset of Reaction yield outcomes from USPTO patents with 853,638 reactions. Predict the reaction yield, written as a fraction of the theoretical maximum amount of product (1.0 means a 100% yield; for example, 0.34 means a 34% yield). The reactants are [CH2:1]([O:8][NH:9][C@H:10]1[CH2:15][N:14]([C:16]([O:18][C:19]([CH3:22])([CH3:21])[CH3:20])=[O:17])[C@H:13]([C:23]([OH:25])=[O:24])[CH2:12][CH2:11]1)[C:2]1[CH:7]=[CH:6][CH:5]=[CH:4][CH:3]=1.O[N:27]1[C:35](=[O:36])[C@H:34]2[C@H:29]([C@@H:30]3[CH2:37][C@H:33]2[CH:32]=[CH:31]3)[C:28]1=[O:38].Cl.C(N=C=NCCCN(C)C)C. The catalyst is ClCCl.CN(C)C1C=CN=CC=1.C(OCC)(=O)C. The product is [CH2:1]([O:8][NH:9][C@H:10]1[CH2:15][N:14]([C:16]([O:18][C:19]([CH3:21])([CH3:22])[CH3:20])=[O:17])[C@H:13]([C:23]([O:25][N:27]2[C:35](=[O:36])[C@H:34]3[C@H:29]([C@@H:30]4[CH2:37][C@H:33]3[CH:32]=[CH:31]4)[C:28]2=[O:38])=[O:24])[CH2:12][CH2:11]1)[C:2]1[CH:3]=[CH:4][CH:5]=[CH:6][CH:7]=1. The yield is 0.920.